From a dataset of Catalyst prediction with 721,799 reactions and 888 catalyst types from USPTO. Predict which catalyst facilitates the given reaction. Reactant: [CH2:1]([O:8][C:9]([NH:11][CH:12](OC)[C:13]([O:15][CH3:16])=[O:14])=[O:10])[C:2]1[CH:7]=[CH:6][CH:5]=[CH:4][CH:3]=1.P(Br)(Br)Br.[P:23](OCC)([O:28][CH2:29][CH3:30])([O:25][CH2:26][CH3:27])=[O:24]. Product: [CH2:1]([O:8][C:9]([NH:11][CH:12]([P:23]([O:28][CH2:29][CH3:30])([O:25][CH2:26][CH3:27])=[O:24])[C:13]([O:15][CH3:16])=[O:14])=[O:10])[C:2]1[CH:3]=[CH:4][CH:5]=[CH:6][CH:7]=1. The catalyst class is: 11.